This data is from Full USPTO retrosynthesis dataset with 1.9M reactions from patents (1976-2016). The task is: Predict the reactants needed to synthesize the given product. (1) Given the product [C:25]([C:24]1[CH:28]=[C:29]([C:32]([F:33])([F:34])[F:35])[CH:30]=[CH:31][C:23]=1[S:11][C:5]1[CH:4]=[CH:3][C:2]([F:1])=[CH:10][C:6]=1[C:7]([OH:9])=[O:8])([OH:27])=[O:26], predict the reactants needed to synthesize it. The reactants are: [F:1][C:2]1[CH:3]=[CH:4][C:5]([SH:11])=[C:6]([CH:10]=1)[C:7]([OH:9])=[O:8].SC1C=CC=CC=1C(O)=O.Cl[C:23]1[CH:31]=[CH:30][C:29]([C:32]([F:35])([F:34])[F:33])=[CH:28][C:24]=1[C:25]([OH:27])=[O:26]. (2) Given the product [Cl:52][C:47]1[CH:46]=[C:45]([CH:50]=[CH:49][C:48]=1[Cl:51])[CH2:44][O:43][C:40]1[CH:39]=[CH:38][C:37]([C@H:35]2[CH2:34][O:33][C:29]3=[CH:30][C:31]4[CH2:32][C@@H:23]([C:21]([NH:20][C@@H:4]([CH2:5][C:6]5[CH:11]=[CH:10][C:9]([C:12]6[CH:17]=[CH:16][N:15]=[C:14]([CH3:18])[C:13]=6[CH3:19])=[CH:8][CH:7]=5)[C:3]([OH:53])=[O:2])=[O:22])[N:24]([C:60]([C:58]5[N:59]=[C:55]([CH3:54])[O:56][CH:57]=5)=[O:61])[CH2:25][C:26]=4[CH:27]=[C:28]3[O:36]2)=[CH:42][CH:41]=1, predict the reactants needed to synthesize it. The reactants are: C[O:2][C:3](=[O:53])[C@@H:4]([NH:20][C:21]([C@@H:23]1[CH2:32][C:31]2[CH:30]=[C:29]3[O:33][CH2:34][C@H:35]([C:37]4[CH:42]=[CH:41][C:40]([O:43][CH2:44][C:45]5[CH:50]=[CH:49][C:48]([Cl:51])=[C:47]([Cl:52])[CH:46]=5)=[CH:39][CH:38]=4)[O:36][C:28]3=[CH:27][C:26]=2[CH2:25][NH:24]1)=[O:22])[CH2:5][C:6]1[CH:11]=[CH:10][C:9]([C:12]2[CH:17]=[CH:16][N:15]=[C:14]([CH3:18])[C:13]=2[CH3:19])=[CH:8][CH:7]=1.[CH3:54][C:55]1[O:56][CH:57]=[C:58]([C:60](Cl)=[O:61])[N:59]=1. (3) Given the product [NH2:10][C@H:8]([C:7]1[N:6]=[C:5]2[CH:11]=[CH:12][N:13]([CH3:14])[C:4]2=[CH:3][C:2]=1[N:15]1[CH2:20][CH2:19][CH2:18][CH:17]([OH:21])[CH2:16]1)[CH3:9], predict the reactants needed to synthesize it. The reactants are: Br[C:2]1[CH:3]=[C:4]2[N:13]([CH3:14])[CH:12]=[CH:11][C:5]2=[N:6][C:7]=1[C@@H:8]([NH2:10])[CH3:9].[NH:15]1[CH2:20][CH2:19][CH2:18][CH:17]([OH:21])[CH2:16]1.CC([O-])(C)C.[K+]. (4) Given the product [C@H:1]1([N:13]2[CH2:18][CH2:17][CH:16]([N:19]3[C:23]4[CH:24]=[CH:25][CH:26]=[CH:27][C:22]=4[N:21]([CH2:32][C:33]([O:35][CH2:36][CH3:37])=[O:34])[C:20]3=[O:28])[CH2:15][CH2:14]2)[C:11]2=[C:12]3[C:7](=[CH:8][CH:9]=[CH:10]2)[CH:6]=[CH:5][CH:4]=[C:3]3[CH2:2]1, predict the reactants needed to synthesize it. The reactants are: [C@H:1]1([N:13]2[CH2:18][CH2:17][CH:16]([N:19]3[C:23]4[CH:24]=[CH:25][CH:26]=[CH:27][C:22]=4[NH:21][C:20]3=[O:28])[CH2:15][CH2:14]2)[C:11]2=[C:12]3[C:7](=[CH:8][CH:9]=[CH:10]2)[CH:6]=[CH:5][CH:4]=[C:3]3[CH2:2]1.[H-].[Na+].Br[CH2:32][C:33]([O:35][CH2:36][CH3:37])=[O:34].O.